The task is: Predict which catalyst facilitates the given reaction.. This data is from Catalyst prediction with 721,799 reactions and 888 catalyst types from USPTO. Reactant: [NH2:1][C:2]1[CH:3]=[C:4]([CH:17]=[CH:18][C:19]=1[NH:20][C:21]([O:23][C:24]([CH3:27])([CH3:26])[CH3:25])=[O:22])[O:5][CH2:6][C:7]1[CH:16]=[CH:15][CH:14]=[CH:13][C:8]=1[C:9]([O:11][CH3:12])=[O:10].Br[CH2:29][C:30]1[CH:35]=[CH:34][C:33]([C:36]2[CH:41]=[CH:40][CH:39]=[CH:38][CH:37]=2)=[CH:32][C:31]=1[Cl:42].C(=O)([O-])[O-].[K+].[K+]. Product: [C:24]([O:23][C:21]([NH:20][C:19]1[CH:18]=[CH:17][C:4]([O:5][CH2:6][C:7]2[CH:16]=[CH:15][CH:14]=[CH:13][C:8]=2[C:9]([O:11][CH3:12])=[O:10])=[CH:3][C:2]=1[NH:1][CH2:29][C:30]1[CH:35]=[CH:34][C:33]([C:36]2[CH:41]=[CH:40][CH:39]=[CH:38][CH:37]=2)=[CH:32][C:31]=1[Cl:42])=[O:22])([CH3:27])([CH3:26])[CH3:25]. The catalyst class is: 9.